From a dataset of Peptide-MHC class I binding affinity with 185,985 pairs from IEDB/IMGT. Regression. Given a peptide amino acid sequence and an MHC pseudo amino acid sequence, predict their binding affinity value. This is MHC class I binding data. (1) The MHC is HLA-A29:02 with pseudo-sequence HLA-A29:02. The peptide sequence is RDYVDRFYKTL. The binding affinity (normalized) is 0. (2) The peptide sequence is TSLSNYSDI. The binding affinity (normalized) is 0.581. The MHC is H-2-Kb with pseudo-sequence H-2-Kb. (3) The peptide sequence is ALALEQYGI. The binding affinity (normalized) is 0.659. The MHC is HLA-A02:03 with pseudo-sequence HLA-A02:03.